From a dataset of Forward reaction prediction with 1.9M reactions from USPTO patents (1976-2016). Predict the product of the given reaction. (1) Given the reactants [NH2:1][C:2]1[C:7]([C:8]([C:10]2[C:15]([O:16][CH3:17])=[CH:14][CH:13]=[C:12]([F:18])[C:11]=2[F:19])=[O:9])=[CH:6][N:5]=[C:4]([NH:20][CH:21]2[CH2:26][CH2:25][N:24]([S:27]([CH2:30][CH2:31][CH2:32]Cl)(=[O:29])=[O:28])[CH2:23][CH2:22]2)[N:3]=1.[NH2:34][CH:35]([CH2:39][CH2:40][OH:41])[CH2:36][CH2:37][OH:38].CCOC(CC(CC(OCC)=O)=O)=O.[H-].[Al+3].[Li+].[H-].[H-].[H-], predict the reaction product. The product is: [NH2:1][C:2]1[C:7]([C:8]([C:10]2[C:15]([O:16][CH3:17])=[CH:14][CH:13]=[C:12]([F:18])[C:11]=2[F:19])=[O:9])=[CH:6][N:5]=[C:4]([NH:20][CH:21]2[CH2:26][CH2:25][N:24]([S:27]([CH2:30][CH2:31][CH2:32][NH:34][CH:35]([CH2:39][CH2:40][OH:41])[CH2:36][CH2:37][OH:38])(=[O:29])=[O:28])[CH2:23][CH2:22]2)[N:3]=1. (2) Given the reactants [CH3:1][O:2][C:3]([C:5]1[CH:13]=[CH:12][C:8]([C:9]([OH:11])=O)=[CH:7][CH:6]=1)=[O:4].C(N1C=CN=C1)(N1C=CN=C1)=O.[CH2:26]([O:28][C:29](=[O:34])[CH2:30]C(O)=O)[CH3:27].CCN(CC)CC.[Mg+2].[Cl-].[Cl-].C(OC(=O)CC([O-])=O)C.[K+], predict the reaction product. The product is: [CH2:26]([O:28][C:29](=[O:34])[CH2:30][C:9]([C:8]1[CH:7]=[CH:6][C:5]([C:3]([O:2][CH3:1])=[O:4])=[CH:13][CH:12]=1)=[O:11])[CH3:27].